This data is from Peptide-MHC class I binding affinity with 185,985 pairs from IEDB/IMGT. The task is: Regression. Given a peptide amino acid sequence and an MHC pseudo amino acid sequence, predict their binding affinity value. This is MHC class I binding data. (1) The peptide sequence is HEGEGIPLY. The MHC is HLA-A01:01 with pseudo-sequence HLA-A01:01. The binding affinity (normalized) is 0.0847. (2) The binding affinity (normalized) is 0. The peptide sequence is RTSKASLER. The MHC is HLA-A26:01 with pseudo-sequence HLA-A26:01. (3) The peptide sequence is EMWAQDAAMY. The MHC is HLA-A24:02 with pseudo-sequence HLA-A24:02. The binding affinity (normalized) is 0. (4) The peptide sequence is LSSKNNEHY. The MHC is HLA-A31:01 with pseudo-sequence HLA-A31:01. The binding affinity (normalized) is 0.0847. (5) The peptide sequence is ALYRRIQRR. The MHC is HLA-A31:01 with pseudo-sequence HLA-A31:01. The binding affinity (normalized) is 1.00.